From a dataset of Forward reaction prediction with 1.9M reactions from USPTO patents (1976-2016). Predict the product of the given reaction. (1) Given the reactants [C:1]([O:5][C:6]([NH:8][CH:9]([C:27](=[O:31])[N:28]([CH3:30])[CH3:29])[CH2:10][C:11]1[CH:26]=[CH:25][C:14]([O:15][C:16]2[CH:24]=[CH:23][C:19]([C:20]([OH:22])=O)=[CH:18][CH:17]=2)=[CH:13][CH:12]=1)=[O:7])([CH3:4])([CH3:3])[CH3:2].CN1CCOCC1.CN([P+]([O:49][N:50]1N=NC2C=CC=CC1=2)(N(C)C)N(C)C)C.F[P-](F)(F)(F)(F)F.Cl.NO, predict the reaction product. The product is: [C:1]([O:5][C:6](=[O:7])[NH:8][CH:9]([C:27](=[O:31])[N:28]([CH3:29])[CH3:30])[CH2:10][C:11]1[CH:12]=[CH:13][C:14]([O:15][C:16]2[CH:24]=[CH:23][C:19]([C:20](=[O:22])[NH:50][OH:49])=[CH:18][CH:17]=2)=[CH:25][CH:26]=1)([CH3:4])([CH3:3])[CH3:2]. (2) The product is: [CH2:27]([O:26][C:24]1[CH2:25][N:21]([C@@H:7]([CH2:6][CH:1]2[CH2:5][CH2:4][CH2:3][CH2:2]2)[C:8]([NH:10][C:11]2[CH:15]=[CH:14][N:13]([CH2:16][C:17]([OH:20])([CH3:18])[CH3:19])[N:12]=2)=[O:9])[C:22](=[O:28])[CH:23]=1)[C:31]1[CH:36]=[CH:35][CH:34]=[CH:33][CH:32]=1. Given the reactants [CH:1]1([CH2:6][C@H:7]([N:21]2[CH2:25][C:24]([O:26][CH3:27])=[CH:23][C:22]2=[O:28])[C:8]([NH:10][C:11]2[CH:15]=[CH:14][N:13]([CH2:16][C:17]([OH:20])([CH3:19])[CH3:18])[N:12]=2)=[O:9])[CH2:5][CH2:4][CH2:3][CH2:2]1.Cl.C(O)[C:31]1[CH:36]=[CH:35][CH:34]=[CH:33][CH:32]=1.O.C1(C)C=CC(S(O)(=O)=O)=CC=1.O.O.O.O.O.O.[Cl-].[Cs+], predict the reaction product.